This data is from Peptide-MHC class I binding affinity with 185,985 pairs from IEDB/IMGT. The task is: Regression. Given a peptide amino acid sequence and an MHC pseudo amino acid sequence, predict their binding affinity value. This is MHC class I binding data. The peptide sequence is FLPSDYFPSL. The MHC is HLA-A02:06 with pseudo-sequence HLA-A02:06. The binding affinity (normalized) is 0.642.